Dataset: Full USPTO retrosynthesis dataset with 1.9M reactions from patents (1976-2016). Task: Predict the reactants needed to synthesize the given product. (1) Given the product [CH3:8][C@@H:9]([O:13][C:14]1[N:22]=[C:21]2[C:17]([N:18]=[C:19]([O:23][CH3:24])[N:20]2[CH2:27][CH2:28][C@H:29]2[CH2:33][CH2:32][O:31][CH2:30]2)=[C:16]([NH2:25])[N:15]=1)[CH2:10][CH2:11][CH3:12], predict the reactants needed to synthesize it. The reactants are: FC(F)(F)C(O)=O.[CH3:8][C@@H:9]([O:13][C:14]1[NH:15][C:16]([NH2:25])=[C:17]2[C:21]([N:22]=1)=[N:20][C:19]([O:23][CH3:24])=[N:18]2)[CH2:10][CH2:11][CH3:12].Br[CH2:27][CH2:28][C@H:29]1[CH2:33][CH2:32][O:31][CH2:30]1. (2) The reactants are: [NH2:1][C:2]1[CH:7]=[CH:6][CH:5]=[CH:4][C:3]=1[CH2:8][C:9]#[N:10].[C:11](Cl)(=[O:18])[C:12]1[CH:17]=[CH:16][CH:15]=[N:14][CH:13]=1.C(N(C(C)C)CC)(C)C. Given the product [C:9]([CH2:8][C:3]1[CH:4]=[CH:5][CH:6]=[CH:7][C:2]=1[NH:1][C:11](=[O:18])[C:12]1[CH:17]=[CH:16][CH:15]=[N:14][CH:13]=1)#[N:10], predict the reactants needed to synthesize it.